Task: Predict the product of the given reaction.. Dataset: Forward reaction prediction with 1.9M reactions from USPTO patents (1976-2016) Given the reactants [CH3:1][CH2:2][C@H:3]1[C:7]2=[CH:8][C:9]3[N-:13][C:12]4[C:14]([C@@H:57]([C:60]([O:62][CH3:63])=[O:61])[C:58](=[O:59])[C:11]=4[C:10]=3[CH3:64])=[C:15]3[N:19]=[C:18]([CH:20]=[C:21]4[N-:26][C:24](=[CH:25][C:5](=[N:6]2)[C@@H:4]1[CH3:65])[C:23]([C:27]([CH3:29])=[O:28])=[C:22]4[CH3:30])[C@@H:17]([CH3:31])[C@@H:16]3[CH2:32][CH2:33][C:34]([O:36]C/C=C(/CCC[C@@H](CCC[C@@H](CCCC(C)C)C)C)\C)=[O:35].[Mg+2], predict the reaction product. The product is: [CH3:1][CH2:2][C@H:3]1[C:7]2=[CH:8][C:9]3[NH:13][C:12]4[C:14]([C@@H:57]([C:60]([O:62][CH3:63])=[O:61])[C:58](=[O:59])[C:11]=4[C:10]=3[CH3:64])=[C:15]3[N:19]=[C:18]([CH:20]=[C:21]4[NH:26][C:24](=[CH:25][C:5](=[N:6]2)[C@@H:4]1[CH3:65])[C:23]([C:27]([CH3:29])=[O:28])=[C:22]4[CH3:30])[C@@H:17]([CH3:31])[C@@H:16]3[CH2:32][CH2:33][C:34]([OH:36])=[O:35].